This data is from Forward reaction prediction with 1.9M reactions from USPTO patents (1976-2016). The task is: Predict the product of the given reaction. (1) Given the reactants Br[C:2]1[N:6]2[CH:7]=[CH:8][C:9]([C:11]([F:14])([F:13])[F:12])=[N:10][C:5]2=[N:4][CH:3]=1.[F:15][C:16]1[CH:17]=[C:18]([C:31]2[C:32]([C:37]#[N:38])=[CH:33][CH:34]=[CH:35][CH:36]=2)[CH:19]=[C:20](B2OC(C)(C)C(C)(C)O2)[CH:21]=1, predict the reaction product. The product is: [F:15][C:16]1[CH:17]=[C:18]([C:31]2[C:32]([C:37]#[N:38])=[CH:33][CH:34]=[CH:35][CH:36]=2)[CH:19]=[C:20]([C:2]2[N:6]3[CH:7]=[CH:8][C:9]([C:11]([F:14])([F:13])[F:12])=[N:10][C:5]3=[N:4][CH:3]=2)[CH:21]=1. (2) Given the reactants [F:1][C:2]1[CH:11]=[C:10]2[C:5]([CH2:6][CH2:7][CH2:8][C:9]2=[CH:12][C:13]#[N:14])=[CH:4][CH:3]=1.N.[H][H].[ClH:18], predict the reaction product. The product is: [ClH:18].[F:1][C:2]1[CH:11]=[C:10]2[C:5]([CH2:6][CH2:7][CH2:8][CH:9]2[CH2:12][CH2:13][NH2:14])=[CH:4][CH:3]=1. (3) Given the reactants [NH2:1][C:2]1[CH:7]=[CH:6][C:5]([C:8]2[CH:16]=[C:15]3[C:11]([CH2:12][N:13]([C@@H:18]([CH:23]([CH3:25])[CH3:24])[C:19]([O:21][CH3:22])=[O:20])[C:14]3=[O:17])=[CH:10][CH:9]=2)=[CH:4][CH:3]=1.[F:26][C:27]1[CH:28]=[C:29]([N:34]=[C:35]=[O:36])[CH:30]=[CH:31][C:32]=1[F:33], predict the reaction product. The product is: [F:26][C:27]1[CH:28]=[C:29]([NH:34][C:35](=[O:36])[NH:1][C:2]2[CH:3]=[CH:4][C:5]([C:8]3[CH:16]=[C:15]4[C:11]([CH2:12][N:13]([C@@H:18]([CH:23]([CH3:25])[CH3:24])[C:19]([O:21][CH3:22])=[O:20])[C:14]4=[O:17])=[CH:10][CH:9]=3)=[CH:6][CH:7]=2)[CH:30]=[CH:31][C:32]=1[F:33]. (4) Given the reactants C(OC([N:8]1[CH2:13][CH2:12][N:11]([CH2:14][CH2:15][CH2:16][NH:17][C:18](=[O:48])[C:19]2[CH:24]=[CH:23][C:22]([NH:25][C:26]3[N:27]=[CH:28][C:29]4[N:35]([CH3:36])[C:34](=[O:37])[C:33]([F:39])([F:38])[CH2:32][N:31]([CH:40]5[CH2:44][CH2:43][CH2:42][CH2:41]5)[C:30]=4[N:45]=3)=[C:21]([O:46][CH3:47])[CH:20]=2)[CH2:10][CH2:9]1)=O)(C)(C)C.FC(F)(F)C(O)=O, predict the reaction product. The product is: [CH:40]1([N:31]2[CH2:32][C:33]([F:38])([F:39])[C:34](=[O:37])[N:35]([CH3:36])[C:29]3[CH:28]=[N:27][C:26]([NH:25][C:22]4[CH:23]=[CH:24][C:19]([C:18]([NH:17][CH2:16][CH2:15][CH2:14][N:11]5[CH2:10][CH2:9][NH:8][CH2:13][CH2:12]5)=[O:48])=[CH:20][C:21]=4[O:46][CH3:47])=[N:45][C:30]2=3)[CH2:44][CH2:43][CH2:42][CH2:41]1. (5) Given the reactants [N:1]1[CH:6]=[CH:5][C:4]([C:7]2[CH:14]=[CH:13][C:10]([CH:11]=[O:12])=[CH:9][CH:8]=2)=[CH:3][CH:2]=1.CC(=CC)C.[O-:20]Cl=O.[Na+], predict the reaction product. The product is: [N:1]1[CH:6]=[CH:5][C:4]([C:7]2[CH:14]=[CH:13][C:10]([C:11]([OH:20])=[O:12])=[CH:9][CH:8]=2)=[CH:3][CH:2]=1. (6) Given the reactants [CH2:1]([O:8][C:9]1[CH:10]=[C:11]([CH:31]=[CH:32][CH:33]=1)[CH2:12][O:13][C:14]1[C:19]2[CH:20]=[C:21]([C:23](=O)[CH2:24]Br)[O:22][C:18]=2[CH:17]=[C:16]([O:27][CH:28]([F:30])[F:29])[CH:15]=1)[C:2]1[CH:7]=[CH:6][CH:5]=[CH:4][CH:3]=1.[Br:34][C:35]1[S:39][C:38]([NH2:40])=[N:37][N:36]=1, predict the reaction product. The product is: [CH2:1]([O:8][C:9]1[CH:10]=[C:11]([CH:31]=[CH:32][CH:33]=1)[CH2:12][O:13][C:14]1[C:19]2[CH:20]=[C:21]([C:23]3[N:40]=[C:38]4[N:37]([CH:24]=3)[N:36]=[C:35]([Br:34])[S:39]4)[O:22][C:18]=2[CH:17]=[C:16]([O:27][CH:28]([F:30])[F:29])[CH:15]=1)[C:2]1[CH:7]=[CH:6][CH:5]=[CH:4][CH:3]=1. (7) Given the reactants [C:1]([OH:14])(=O)[C:2]1([CH2:12][CH2:11][CH:7]([C:8]([OH:10])=[O:9])[C:4]1([CH3:6])[CH3:5])[CH3:3].P(Cl)(Cl)(Cl)(Cl)Cl.[C:21]([N:25]1[CH:29]=[C:28]([CH2:30][CH2:31][CH2:32][CH3:33])[C:27](=[NH:34])[S:26]1)([CH3:24])([CH3:23])[CH3:22].[CH2:35](N(CC)CC)[CH3:36], predict the reaction product. The product is: [CH2:30]([C:28]1=[CH:29][N:25]([C:21]([CH3:24])([CH3:23])[CH3:22])[S:26]/[C:27]/1=[N:34]\[C:1]([C@:2]1([CH3:3])[CH2:12][CH2:11][C@H:7]([C:8]([O:10][CH2:35][CH3:36])=[O:9])[C:4]1([CH3:5])[CH3:6])=[O:14])[CH2:31][CH2:32][CH3:33]. (8) Given the reactants [F:1][C:2]1[CH:7]=[CH:6][C:5]([F:8])=[CH:4][C:3]=1[C@H:9]1[CH2:13][CH2:12][CH2:11][N:10]1[C:14]1[CH:19]=[CH:18][N:17]2[N:20]=[CH:21][C:22]([C:23]3[S:27][C:26]([NH2:28])=[N:25][N:24]=3)=[C:16]2[N:15]=1.[Cl-].[OH2:30], predict the reaction product. The product is: [F:1][C:2]1[CH:7]=[CH:6][C:5]([F:8])=[CH:4][C:3]=1[C@H:9]1[CH2:13][CH2:12][CH2:11][N:10]1[C:14]1[CH:19]=[CH:18][N:17]2[N:20]=[CH:21][C:22]([C:23]3[S:27][C:26]([NH:28][C:9](=[O:30])[C:3]4[CH:4]=[CH:5][CH:6]=[CH:7][CH:2]=4)=[N:25][N:24]=3)=[C:16]2[N:15]=1. (9) Given the reactants [BH4-].[Na+].[CH:3]([CH:5]1[CH2:7][CH:6]1[C:8]([O:10][CH2:11][CH3:12])=[O:9])=[O:4], predict the reaction product. The product is: [OH:4][CH2:3][CH:5]1[CH2:7][CH:6]1[C:8]([O:10][CH2:11][CH3:12])=[O:9].